From a dataset of Peptide-MHC class I binding affinity with 185,985 pairs from IEDB/IMGT. Regression. Given a peptide amino acid sequence and an MHC pseudo amino acid sequence, predict their binding affinity value. This is MHC class I binding data. (1) The MHC is HLA-A01:01 with pseudo-sequence HLA-A01:01. The binding affinity (normalized) is 0.0847. The peptide sequence is EYKKFIATF. (2) The peptide sequence is MIEPRTLQY. The MHC is HLA-B40:01 with pseudo-sequence HLA-B40:01. The binding affinity (normalized) is 0.0847. (3) The peptide sequence is CIAQDNCTGL. The MHC is Mamu-A07 with pseudo-sequence Mamu-A07. The binding affinity (normalized) is 0.